Predict the reaction yield, written as a fraction of the theoretical maximum amount of product (1.0 means a 100% yield; for example, 0.34 means a 34% yield). From a dataset of Reaction yield outcomes from USPTO patents with 853,638 reactions. (1) The reactants are [C:1]1([Mg]Br)[CH:6]=[CH:5][CH:4]=[CH:3][CH:2]=1.[CH3:9][O:10][C:11](=[O:30])[C:12](=[CH:20][C:21]1[C:25]2=[N:26][CH:27]=[CH:28][CH:29]=[C:24]2[NH:23][CH:22]=1)[C:13]([O:15][C:16]([CH3:19])([CH3:18])[CH3:17])=[O:14]. The catalyst is C1COCC1. The product is [CH3:9][O:10][C:11](=[O:30])[CH:12]([CH:20]([C:1]1[CH:6]=[CH:5][CH:4]=[CH:3][CH:2]=1)[C:21]1[C:25]2=[N:26][CH:27]=[CH:28][CH:29]=[C:24]2[NH:23][CH:22]=1)[C:13]([O:15][C:16]([CH3:18])([CH3:19])[CH3:17])=[O:14]. The yield is 0.690. (2) The reactants are [CH3:1][C:2]1[NH:3][CH:4]=[C:5]([C:7](=[O:9])[CH3:8])[N:6]=1.C[C:11]([N:13]([CH3:15])[CH3:14])=O.[CH3:16]N(C=O)C. No catalyst specified. The product is [CH3:11][N:13]([CH3:15])[CH:14]=[CH:8][C:7]([C:5]1[N:6]([CH3:16])[C:2]([CH3:1])=[N:3][CH:4]=1)=[O:9]. The yield is 0.570. (3) The reactants are [Cl:1][C:2]1[N:7]=[C:6]([N:8]([C@H:14]([CH:19]2[CH2:21][CH2:20]2)[C:15]([O:17]C)=O)[CH:9]2[CH2:13][CH2:12][CH2:11][CH2:10]2)[C:5]([N+:22]([O-])=O)=[CH:4][N:3]=1.[CH3:25]C(O)=O. The catalyst is [Fe]. The product is [Cl:1][C:2]1[N:3]=[CH:4][C:5]2[N:22]([CH3:25])[C:15](=[O:17])[C@@H:14]([CH:19]3[CH2:21][CH2:20]3)[N:8]([CH:9]3[CH2:13][CH2:12][CH2:11][CH2:10]3)[C:6]=2[N:7]=1. The yield is 0.570. (4) The reactants are [NH2:1][C:2]1[C:11]([O:12][CH3:13])=[CH:10][C:9]2[C:4](=[CH:5][CH:6]=[CH:7][CH:8]=2)[CH:3]=1.[C:14]1([N:24]=[C:25]=[O:26])[C:23]2[C:18](=[CH:19][CH:20]=[CH:21][CH:22]=2)[CH:17]=[CH:16][CH:15]=1. The catalyst is C(Cl)Cl. The product is [CH3:13][O:12][C:11]1[C:2]([NH:1][C:25]([NH:24][C:14]2[C:23]3[C:18](=[CH:19][CH:20]=[CH:21][CH:22]=3)[CH:17]=[CH:16][CH:15]=2)=[O:26])=[CH:3][C:4]2[C:9]([CH:10]=1)=[CH:8][CH:7]=[CH:6][CH:5]=2. The yield is 0.900. (5) The reactants are [NH:1]1[C:9]2[CH2:8][CH2:7][CH2:6][CH2:5][C:4]=2[CH:3]=[N:2]1.[OH-].[K+].[I:12]I. The catalyst is CN(C=O)C.[O-]S([O-])(=S)=O.[Na+].[Na+]. The product is [I:12][C:3]1[C:4]2[CH2:5][CH2:6][CH2:7][CH2:8][C:9]=2[NH:1][N:2]=1. The yield is 0.830. (6) The reactants are [N+:1]([C:4]1[O:8][C:7]([C:9](Cl)=[O:10])=[CH:6][CH:5]=1)([O-:3])=[O:2].[NH2:12][CH2:13][C:14]1[CH:19]=[CH:18][CH:17]=[CH:16][N:15]=1. The catalyst is C(Cl)Cl.CCN(CC)CC. The product is [N:15]1[CH:16]=[CH:17][CH:18]=[CH:19][C:14]=1[CH2:13][NH:12][C:9]([C:7]1[O:8][C:4]([N+:1]([O-:3])=[O:2])=[CH:5][CH:6]=1)=[O:10]. The yield is 0.850. (7) The reactants are [CH3:1][O:2][N:3]=[CH:4][C:5]1[CH:10]=[CH:9][CH:8]=[CH:7][C:6]=1[CH3:11].C([BH3-])#N.[Na+]. No catalyst specified. The product is [CH3:11][C:6]1[CH:7]=[CH:8][CH:9]=[CH:10][C:5]=1[CH2:4][NH:3][O:2][CH3:1]. The yield is 0.830. (8) The reactants are [Cl:1][C:2]1[CH:7]=[CH:6][C:5]([CH2:8][S:9]([CH3:11])=[O:10])=[CH:4][N:3]=1.[N-:12]=[N+]=[N-].[Na+].S(=O)(=O)(O)O. The catalyst is C(Cl)(Cl)Cl. The product is [Cl:1][C:2]1[CH:7]=[CH:6][C:5]([CH2:8][S:9]([CH3:11])(=[NH:12])=[O:10])=[CH:4][N:3]=1. The yield is 0.340. (9) The reactants are [O:1]1[CH2:5][CH2:4][O:3][CH:2]1[C:6]1[O:7][CH:8]=[CH:9][CH:10]=1.C([Li])CCC.[F:16][C:17]1[CH:24]=[CH:23][C:20]([CH2:21]Br)=[CH:19][CH:18]=1. The product is [F:16][C:17]1[CH:24]=[CH:23][C:20]([CH2:21][C:8]2[O:7][C:6]([CH:2]3[O:3][CH2:4][CH2:5][O:1]3)=[CH:10][CH:9]=2)=[CH:19][CH:18]=1. The catalyst is O1CCCC1. The yield is 0.510.